From a dataset of Peptide-MHC class I binding affinity with 185,985 pairs from IEDB/IMGT. Regression. Given a peptide amino acid sequence and an MHC pseudo amino acid sequence, predict their binding affinity value. This is MHC class I binding data. (1) The peptide sequence is RTDNGGWAH. The MHC is HLA-A02:11 with pseudo-sequence HLA-A02:11. The binding affinity (normalized) is 0.0847. (2) The peptide sequence is IPRRIRQGL. The MHC is HLA-A69:01 with pseudo-sequence HLA-A69:01. The binding affinity (normalized) is 0.0847. (3) The peptide sequence is NSGEETIGE. The MHC is Mamu-B08 with pseudo-sequence Mamu-B08. The binding affinity (normalized) is 0. (4) The binding affinity (normalized) is 0.422. The MHC is H-2-Kb with pseudo-sequence H-2-Kb. The peptide sequence is VSLIKIPCL. (5) The peptide sequence is GEEILSQL. The MHC is Mamu-B01 with pseudo-sequence Mamu-B01. The binding affinity (normalized) is 0.145. (6) The peptide sequence is SIKSKSRRL. The binding affinity (normalized) is 0.686. The MHC is HLA-B08:01 with pseudo-sequence HLA-B08:01. (7) The peptide sequence is LNISNDEI. The MHC is H-2-Kb with pseudo-sequence H-2-Kb. The binding affinity (normalized) is 0.0735. (8) The peptide sequence is FIKYVNGWVK. The MHC is HLA-A33:01 with pseudo-sequence HLA-A33:01. The binding affinity (normalized) is 0.565. (9) The peptide sequence is FHKRDMRLL. The MHC is HLA-A02:11 with pseudo-sequence HLA-A02:11. The binding affinity (normalized) is 0.0847.